Dataset: Catalyst prediction with 721,799 reactions and 888 catalyst types from USPTO. Task: Predict which catalyst facilitates the given reaction. Reactant: [Cr](Cl)([O-])(=O)=O.[NH+]1C=CC=CC=1.[C:12]([O:16][C:17]([N:19]1[CH2:23][CH2:22][CH2:21][C@H:20]1[CH2:24][OH:25])=[O:18])([CH3:15])([CH3:14])[CH3:13]. Product: [C:12]([O:16][C:17]([N:19]1[CH2:23][CH2:22][CH2:21][C@H:20]1[CH:24]=[O:25])=[O:18])([CH3:15])([CH3:14])[CH3:13]. The catalyst class is: 4.